Dataset: Forward reaction prediction with 1.9M reactions from USPTO patents (1976-2016). Task: Predict the product of the given reaction. (1) Given the reactants [NH2:1][C:2]1[CH:7]=[CH:6][C:5]([C@@H:8]2[O:13][CH2:12][CH2:11][N:10]([C:14]([O:16][C:17]([CH3:20])([CH3:19])[CH3:18])=[O:15])[CH2:9]2)=[CH:4][CH:3]=1.Cl[C:22]1[C:27]([Cl:28])=[CH:26][CH:25]=[CH:24][N:23]=1.C(=O)([O-])[O-].[Cs+].[Cs+].CC1(C)C2C(=C(P(C3C=CC=CC=3)C3C=CC=CC=3)C=CC=2)OC2C(P(C3C=CC=CC=3)C3C=CC=CC=3)=CC=CC1=2, predict the reaction product. The product is: [Cl:28][C:27]1[C:22]([NH:1][C:2]2[CH:7]=[CH:6][C:5]([C@@H:8]3[O:13][CH2:12][CH2:11][N:10]([C:14]([O:16][C:17]([CH3:20])([CH3:19])[CH3:18])=[O:15])[CH2:9]3)=[CH:4][CH:3]=2)=[N:23][CH:24]=[CH:25][CH:26]=1. (2) Given the reactants [C:1](Br)(=[O:17])[CH2:2][CH2:3][CH2:4][CH2:5][CH2:6][CH2:7][CH2:8][CH2:9][CH2:10][CH2:11][CH2:12][CH2:13][CH2:14][CH2:15][CH3:16].[O:19]=[C:20]([CH2:22][N:23]([C:25](=[NH:27])[NH2:26])[CH3:24])[OH:21].N1C=CC=CC=1.C(=O)=O, predict the reaction product. The product is: [CH3:24][N:23]([CH2:22][C:20]([OH:21])=[O:19])[C:25]([NH:27][C:1](=[O:17])[CH2:2][CH2:3][CH2:4][CH2:5][CH2:6][CH2:7][CH2:8][CH2:9][CH2:10][CH2:11][CH2:12][CH2:13][CH2:14][CH2:15][CH3:16])=[NH:26]. (3) Given the reactants Br[C:2]1[CH:20]=[CH:19][C:5]2[N:6]([C:13]3[CH:14]=[N:15][CH:16]=[CH:17][CH:18]=3)[CH2:7][CH2:8][O:9][CH:10]([CH3:12])[CH2:11][C:4]=2[CH:3]=1.[CH3:21][N:22](C=O)C, predict the reaction product. The product is: [C:21]([C:2]1[CH:20]=[CH:19][C:5]2[N:6]([C:13]3[CH:14]=[N:15][CH:16]=[CH:17][CH:18]=3)[CH2:7][CH2:8][O:9][CH:10]([CH3:12])[CH2:11][C:4]=2[CH:3]=1)#[N:22]. (4) Given the reactants COC1C=C2C(=CC=1)C=C(C1C=CC=CC=1N)C=C2.Cl.[F:21][C:22]1[CH:23]=[C:24]([CH:28]=[CH:29][C:30]=1[O:31][CH2:32][CH2:33][N:34]1[CH2:39][CH2:38][CH2:37][CH2:36][CH2:35]1)[C:25](O)=O.FC1C=[C:43](C=CC=1OCCN1CCCCC1)[CH2:44][NH:45][C:46]1[CH:51]=[CH:50][CH:49]=[CH:48][C:47]=1[C:52]1[CH:61]=[CH:60][C:59]2[C:54](=[CH:55][CH:56]=[C:57]([O:62][CH3:63])[CH:58]=2)[CH:53]=1, predict the reaction product. The product is: [CH2:44]([N:45]([CH2:25][C:24]1[CH:28]=[CH:29][C:30]([O:31][CH2:32][CH2:33][N:34]2[CH2:39][CH2:38][CH2:37][CH2:36][CH2:35]2)=[C:22]([F:21])[CH:23]=1)[C:46]1[CH:51]=[CH:50][CH:49]=[CH:48][C:47]=1[C:52]1[CH:61]=[CH:60][C:59]2[C:54](=[CH:55][CH:56]=[C:57]([O:62][CH3:63])[CH:58]=2)[CH:53]=1)[CH3:43]. (5) Given the reactants [Na].[O:2]=[C:3]1[O:9][C@H:8]([C@H:10]([CH2:12][OH:13])[OH:11])[C:6]([OH:7])=[C:4]1[OH:5].C1(N)CCCCC1N.[N-]=[N+]=[N-].[Na+], predict the reaction product. The product is: [O:2]=[C:3]1[O:9][C@H:8]([C@H:10]([CH2:12][OH:13])[OH:11])[C:6]([OH:7])=[C:4]1[OH:5]. (6) Given the reactants [CH2:1]([O:8][C:9]([NH:11][CH:12]([C:18]([O:20][CH2:21][CH3:22])=[O:19])[C:13]([O:15][CH2:16][CH3:17])=[O:14])=[O:10])[C:2]1[CH:7]=[CH:6][CH:5]=[CH:4][CH:3]=1.C(=O)([O-])[O-].[K+].[K+].[I-].[K+].Cl[CH2:32][C:33]([O:35][CH2:36][CH3:37])=[O:34].Cl, predict the reaction product. The product is: [CH2:1]([O:8][C:9]([NH:11][C:12]([C:13]([O:15][CH2:16][CH3:17])=[O:14])([CH2:32][C:33]([O:35][CH2:36][CH3:37])=[O:34])[C:18]([O:20][CH2:21][CH3:22])=[O:19])=[O:10])[C:2]1[CH:3]=[CH:4][CH:5]=[CH:6][CH:7]=1. (7) The product is: [OH:19][CH:27]1[CH2:28][CH2:29][N:30]([C:33]2[CH:40]=[CH:39][C:36]([C:37]#[N:38])=[CH:35][CH:34]=2)[CH2:31][CH2:32]1. Given the reactants [F-].C([N+](CCCC)(CCCC)CCCC)CCC.[O:19]([CH:27]1[CH2:32][CH2:31][N:30]([C:33]2[CH:40]=[CH:39][C:36]([C:37]#[N:38])=[CH:35][CH:34]=2)[CH2:29][CH2:28]1)[Si](C(C)(C)C)(C)C, predict the reaction product.